Dataset: Reaction yield outcomes from USPTO patents with 853,638 reactions. Task: Predict the reaction yield, written as a fraction of the theoretical maximum amount of product (1.0 means a 100% yield; for example, 0.34 means a 34% yield). (1) The reactants are [F:1][C:2]1[CH:3]=[C:4]2[C:8](=[CH:9][CH:10]=1)[NH:7][C:6](=[O:11])[C:5]2=[N:12][N:13]=[CH:14][C:15]1[CH:31]=[CH:30][C:18]([C:19]([NH:21][CH2:22][CH2:23][CH2:24][CH2:25][CH2:26][C:27]([OH:29])=O)=[O:20])=[CH:17][CH:16]=1.Cl.C(N=C=NCCCN(C)C)C.O[C:45]1[C:53]2[N:52]=N[NH:50][C:49]=2[CH:48]=[CH:47][CH:46]=1.C(N(CC)CC)C.C1(N)C=CC=CC=1N. The catalyst is [Cl-].[Na+].O.CN(C=O)C. The product is [F:1][C:2]1[CH:3]=[C:4]2[C:8](=[CH:9][CH:10]=1)[NH:7][C:6](=[O:11])[C:5]2=[N:12][N:13]=[CH:14][C:15]1[CH:16]=[CH:17][C:18]([C:19]([NH:21][CH2:22][CH2:23][CH2:24][CH2:25][CH2:26][C:27]([NH:50][C:49]2[CH:48]=[CH:47][CH:46]=[CH:45][C:53]=2[NH2:52])=[O:29])=[O:20])=[CH:30][CH:31]=1. The yield is 0.730. (2) The reactants are Cl.Cl.[N:3]1[CH:8]=[CH:7][C:6]([CH:9]2[NH:14][C:13]([NH2:15])=[N:12][CH2:11][CH2:10]2)=[CH:5][CH:4]=1.C(=O)([O-])[O-].[K+].[K+].[N:22]1[CH:27]=[CH:26][C:25]([C:28](=O)[CH2:29][C:30]([O:32]CC)=O)=[CH:24][CH:23]=1. The catalyst is C(O)C. The product is [N:22]1[CH:23]=[CH:24][C:25]([C:28]2[N:15]=[C:13]3[NH:14][CH:9]([C:6]4[CH:7]=[CH:8][N:3]=[CH:4][CH:5]=4)[CH2:10][CH2:11][N:12]3[C:30](=[O:32])[CH:29]=2)=[CH:26][CH:27]=1. The yield is 0.210. (3) The reactants are [C:1]([C:3]1[N:4]([CH3:8])[CH:5]=[CH:6][CH:7]=1)#[N:2].[N+:9]([O-])([OH:11])=[O:10].[OH-].[Na+]. The catalyst is C(O)(=O)C. The product is [N+:9]([C:6]1[CH:7]=[C:3]([C:1]#[N:2])[N:4]([CH3:8])[CH:5]=1)([O-:11])=[O:10]. The yield is 0.737. (4) The reactants are [Cl:1][C:2]1[CH:3]=[C:4]([C:9]2[O:13][N:12]=[CH:11][C:10]=2[CH2:14][CH2:15][C:16]([OH:18])=[O:17])[CH:5]=[CH:6][C:7]=1[Cl:8].S(=O)(=O)(O)O.[CH3:24]O. No catalyst specified. The product is [Cl:1][C:2]1[CH:3]=[C:4]([C:9]2[O:13][N:12]=[CH:11][C:10]=2[CH2:14][CH2:15][C:16]([O:18][CH3:24])=[O:17])[CH:5]=[CH:6][C:7]=1[Cl:8]. The yield is 0.970. (5) The reactants are I[C:2]1[CH:29]=[CH:28][C:5]2[N:6]([CH2:9][C:10]3[CH:27]=[CH:26][C:13]4[N:14]=[C:15]([NH:17][C@@H:18]5[CH2:23][CH2:22][CH2:21][C@@H:20]([OH:24])[C@H:19]5[OH:25])[S:16][C:12]=4[CH:11]=3)[CH:7]=[N:8][C:4]=2[CH:3]=1.[NH:30]1[CH2:35][CH2:34][O:33][CH2:32][CH2:31]1.N1CCC[C@H]1C(O)=O.C([O-])([O-])=O.[K+].[K+]. The catalyst is CS(C)=O.[Cu]I. The product is [O:33]1[CH2:34][CH2:35][N:30]([C:2]2[CH:29]=[CH:28][C:5]3[N:6]([CH2:9][C:10]4[CH:27]=[CH:26][C:13]5[N:14]=[C:15]([NH:17][C@@H:18]6[CH2:23][CH2:22][CH2:21][C@@H:20]([OH:24])[C@H:19]6[OH:25])[S:16][C:12]=5[CH:11]=4)[CH:7]=[N:8][C:4]=3[CH:3]=2)[CH2:31][CH2:32]1. The yield is 0.0100. (6) The reactants are Br[C:2]1[CH:7]=[CH:6][C:5]([C:8](=[C:17]2[CH2:22][C:21]([CH3:24])([CH3:23])[CH2:20][C:19]([CH3:26])([CH3:25])[CH2:18]2)[C:9]2[CH:14]=[CH:13][C:12]([OH:15])=[C:11]([F:16])[CH:10]=2)=[CH:4][CH:3]=1.[C:27]([O:31][CH2:32][CH3:33])(=[O:30])[CH:28]=[CH2:29].CCN(CC)CC.CN(C=O)C. The catalyst is Cl[Pd](Cl)([P](C1C=CC=CC=1)(C1C=CC=CC=1)C1C=CC=CC=1)[P](C1C=CC=CC=1)(C1C=CC=CC=1)C1C=CC=CC=1.CCOC(C)=O.O. The product is [F:16][C:11]1[CH:10]=[C:9]([C:8](=[C:17]2[CH2:18][C:19]([CH3:26])([CH3:25])[CH2:20][C:21]([CH3:23])([CH3:24])[CH2:22]2)[C:5]2[CH:6]=[CH:7][C:2](/[CH:29]=[CH:28]/[C:27]([O:31][CH2:32][CH3:33])=[O:30])=[CH:3][CH:4]=2)[CH:14]=[CH:13][C:12]=1[OH:15]. The yield is 0.680. (7) The reactants are [CH3:1][NH:2][C@@H:3]([C:12]1[CH:17]=[CH:16][CH:15]=[CH:14][CH:13]=1)[CH2:4][N:5]1[CH2:9][C@@H:8]([OH:10])[C@H:7]([OH:11])[CH2:6]1.[Cl:18][C:19]1[CH:20]=[C:21]([CH2:26][C:27]([OH:29])=O)[CH:22]=[CH:23][C:24]=1[Cl:25].C(N(CC)C(C)C)(C)C.F[B-](F)(F)F.N1(OC(N(C)C)=[N+](C)C)C2C=CC=CC=2N=N1. The catalyst is C(Cl)Cl.Cl.C(#N)C. The product is [ClH:18].[Cl:18][C:19]1[CH:20]=[C:21]([CH2:26][C:27]([N:2]([C@@H:3]([C:12]2[CH:17]=[CH:16][CH:15]=[CH:14][CH:13]=2)[CH2:4][N:5]2[CH2:9][C@@H:8]([OH:10])[C@H:7]([OH:11])[CH2:6]2)[CH3:1])=[O:29])[CH:22]=[CH:23][C:24]=1[Cl:25].[ClH:18]. The yield is 0.140. (8) The reactants are Br[C:2]1[CH:3]=[C:4]([OH:9])[C:5](=[CH:7][CH:8]=1)[OH:6].[Li]CCCC.[B:15](OC)([O:18]C)[O:16]C.Cl. The catalyst is C1COCC1. The product is [OH:9][C:4]1[CH:3]=[C:2]([B:15]([OH:18])[OH:16])[CH:8]=[CH:7][C:5]=1[OH:6]. The yield is 0.630.